Dataset: Full USPTO retrosynthesis dataset with 1.9M reactions from patents (1976-2016). Task: Predict the reactants needed to synthesize the given product. (1) Given the product [OH:13][NH:12][C:1](=[NH:2])[C:3]1[CH:10]=[CH:9][C:6]([CH:7]=[CH2:8])=[CH:5][CH:4]=1, predict the reactants needed to synthesize it. The reactants are: [C:1]([C:3]1[CH:10]=[CH:9][C:6]([CH:7]=[CH2:8])=[CH:5][CH:4]=1)#[N:2].Cl.[NH2:12][OH:13].C([O-])(O)=O.[Na+]. (2) Given the product [F:23][CH:2]([F:1])[O:3][C:4]1[C:5]([O:22][CH2:30][CH2:31][CH3:32])=[C:6]([C:12]2[CH:13]=[C:14]3[C:18](=[CH:19][CH:20]=2)[C:17](=[O:21])[O:16][CH2:15]3)[CH:7]=[CH:8][C:9]=1[O:10][CH3:11], predict the reactants needed to synthesize it. The reactants are: [F:1][CH:2]([F:23])[O:3][C:4]1[C:5]([OH:22])=[C:6]([C:12]2[CH:13]=[C:14]3[C:18](=[CH:19][CH:20]=2)[C:17](=[O:21])[O:16][CH2:15]3)[CH:7]=[CH:8][C:9]=1[O:10][CH3:11].C(=O)([O-])[O-].[K+].[K+].[CH2:30](Br)[CH2:31][CH3:32].